From a dataset of NCI-60 drug combinations with 297,098 pairs across 59 cell lines. Regression. Given two drug SMILES strings and cell line genomic features, predict the synergy score measuring deviation from expected non-interaction effect. Drug 1: CC12CCC(CC1=CCC3C2CCC4(C3CC=C4C5=CN=CC=C5)C)O. Drug 2: CC1=C(C=C(C=C1)NC(=O)C2=CC=C(C=C2)CN3CCN(CC3)C)NC4=NC=CC(=N4)C5=CN=CC=C5. Cell line: IGROV1. Synergy scores: CSS=3.81, Synergy_ZIP=-1.12, Synergy_Bliss=0.00341, Synergy_Loewe=-2.28, Synergy_HSA=-1.25.